Dataset: Reaction yield outcomes from USPTO patents with 853,638 reactions. Task: Predict the reaction yield, written as a fraction of the theoretical maximum amount of product (1.0 means a 100% yield; for example, 0.34 means a 34% yield). (1) The reactants are [Li+].[OH-].[N:3]1[CH:8]=[CH:7][CH:6]=[CH:5][C:4]=1[NH:9][CH2:10][CH2:11][CH2:12][O:13][C:14]1[CH:31]=[CH:30][C:17]2[CH2:18][CH:19]([CH2:25][C:26]([O:28]C)=[O:27])[C:20](=[O:24])[N:21]([CH3:23])[CH2:22][C:16]=2[CH:15]=1.C(O)(C(F)(F)F)=O. The catalyst is C1COCC1.O. The product is [N:3]1[CH:8]=[CH:7][CH:6]=[CH:5][C:4]=1[NH:9][CH2:10][CH2:11][CH2:12][O:13][C:14]1[CH:31]=[CH:30][C:17]2[CH2:18][CH:19]([CH2:25][C:26]([OH:28])=[O:27])[C:20](=[O:24])[N:21]([CH3:23])[CH2:22][C:16]=2[CH:15]=1. The yield is 0.830. (2) The reactants are [CH2:1]([O:4][C:5]1([CH3:35])[CH2:10][CH2:9][N:8]([C:11]2[N:16]3[N:17]=[C:18]([C:20](O)=[O:21])[CH:19]=[C:15]3[N:14]=[C:13]([CH3:23])[C:12]=2[C@H:24]([O:30][C:31]([CH3:34])([CH3:33])[CH3:32])[C:25]([O:27][CH2:28][CH3:29])=[O:26])[CH2:7][CH2:6]1)[CH:2]=[CH2:3].C(Cl)(=O)C(Cl)=O.[NH2:42][CH2:43][C:44](=[O:53])[CH2:45][C:46]1[CH:51]=[CH:50][CH:49]=[CH:48][C:47]=1[Br:52].Cl.CCN(C(C)C)C(C)C. The catalyst is C(Cl)Cl.O. The product is [CH2:1]([O:4][C:5]1([CH3:35])[CH2:6][CH2:7][N:8]([C:11]2[N:16]3[N:17]=[C:18]([C:20](=[O:21])[NH:42][CH2:43][C:44](=[O:53])[CH2:45][C:46]4[CH:51]=[CH:50][CH:49]=[CH:48][C:47]=4[Br:52])[CH:19]=[C:15]3[N:14]=[C:13]([CH3:23])[C:12]=2[C@H:24]([O:30][C:31]([CH3:33])([CH3:34])[CH3:32])[C:25]([O:27][CH2:28][CH3:29])=[O:26])[CH2:9][CH2:10]1)[CH:2]=[CH2:3]. The yield is 0.727. (3) The reactants are P(Cl)(Cl)(Cl)=O.[Br:6][C:7]1[CH:8]=[C:9]2[C:13](=[CH:14][C:15]=1[CH3:16])[NH:12][CH:11]=[CH:10]2.[OH-].[Na+].CN([CH:22]=[O:23])C. No catalyst specified. The product is [Br:6][C:7]1[CH:8]=[C:9]2[C:13](=[CH:14][C:15]=1[CH3:16])[NH:12][CH:11]=[C:10]2[CH:22]=[O:23]. The yield is 0.850.